Dataset: Reaction yield outcomes from USPTO patents with 853,638 reactions. Task: Predict the reaction yield, written as a fraction of the theoretical maximum amount of product (1.0 means a 100% yield; for example, 0.34 means a 34% yield). The reactants are [H-].[Na+].[I-].[CH3:4][S+](C)(C)=O.[CH3:9][C:10]1[CH:11]=[C:12]([CH:18]=[CH:19][C:20]([O:22][C:23]([CH3:26])([CH3:25])[CH3:24])=[O:21])[CH:13]=[CH:14][C:15]=1[C:16]#[N:17]. The catalyst is CS(C)=O. The product is [C:16]([C:15]1[CH:14]=[CH:13][C:12]([CH:18]2[CH2:4][CH:19]2[C:20]([O:22][C:23]([CH3:26])([CH3:25])[CH3:24])=[O:21])=[CH:11][C:10]=1[CH3:9])#[N:17]. The yield is 0.210.